Task: Predict the reaction yield, written as a fraction of the theoretical maximum amount of product (1.0 means a 100% yield; for example, 0.34 means a 34% yield).. Dataset: Reaction yield outcomes from USPTO patents with 853,638 reactions (1) The reactants are C(NC(C)C)(C)C.[Li]CCCC.[CH2:13]([O:15][C:16]([CH:18]1[CH2:21][CH2:20][CH2:19]1)=[O:17])[CH3:14].[CH3:22][S:23]([O:26][C@H:27]([CH2:29][CH2:30]I)[CH3:28])(=[O:25])=[O:24]. The catalyst is C1COCC1. The product is [CH3:22][S:23]([O:26][C@@H:27]([CH3:28])[CH2:29][CH2:30][C:18]1([C:16]([O:15][CH2:13][CH3:14])=[O:17])[CH2:21][CH2:20][CH2:19]1)(=[O:25])=[O:24]. The yield is 0.360. (2) The reactants are Br[C:2]1[NH:3][C:4]2[C:9]([C:10]=1[CH:11]1[CH2:16][CH2:15][CH2:14][CH2:13][CH2:12]1)=[CH:8][CH:7]=[C:6]([C:17]([O:19][CH3:20])=[O:18])[CH:5]=2.[CH:21]([C:23]1[CH:28]=[CH:27][CH:26]=[CH:25][C:24]=1B(O)O)=[O:22].[Li+].[Cl-].CCO.C1(C)C=CC=CC=1. The catalyst is C([O-])([O-])=O.[Na+].[Na+].C1C=CC([P]([Pd]([P](C2C=CC=CC=2)(C2C=CC=CC=2)C2C=CC=CC=2)([P](C2C=CC=CC=2)(C2C=CC=CC=2)C2C=CC=CC=2)[P](C2C=CC=CC=2)(C2C=CC=CC=2)C2C=CC=CC=2)(C2C=CC=CC=2)C2C=CC=CC=2)=CC=1. The product is [CH:11]1([C:10]2[C:9]3[C:4](=[CH:5][C:6]([C:17]([O:19][CH3:20])=[O:18])=[CH:7][CH:8]=3)[N:3]3[CH:21]([OH:22])[C:23]4[C:28]([C:2]=23)=[CH:27][CH:26]=[CH:25][CH:24]=4)[CH2:16][CH2:15][CH2:14][CH2:13][CH2:12]1. The yield is 0.700. (3) The reactants are [NH2:1][C:2]1[N:6]([CH2:7][CH2:8][CH2:9][CH2:10]O)[C:5]2[C:12]([CH:17]([CH2:20][CH3:21])[CH2:18][CH3:19])=[CH:13][CH:14]=[C:15]([Cl:16])[C:4]=2[N:3]=1.CS(Cl)(=O)=O.C(=O)(O)[O-].[Na+].C(=O)([O-])[O-].[K+].[K+]. The catalyst is N1C=CC=CC=1.C(OCC)(=O)C. The product is [Cl:16][C:15]1[C:4]2[N:3]=[C:2]3[NH:1][CH2:10][CH2:9][CH2:8][CH2:7][N:6]3[C:5]=2[C:12]([CH:17]([CH2:20][CH3:21])[CH2:18][CH3:19])=[CH:13][CH:14]=1. The yield is 0.470. (4) The reactants are [C:1]([C:3]1[CH:11]=[CH:10][C:6]([C:7]([Cl:9])=[O:8])=[CH:5][CH:4]=1)#[N:2].[NH2:12][C:13]1[CH:28]=[CH:27][C:26]([O:29][CH3:30])=[CH:25][C:14]=1[C:15]([NH:17][C:18]1[CH:23]=[CH:22][C:21]([Cl:24])=[CH:20][N:19]=1)=[O:16].N1C=CC=CC=1. The catalyst is C1COCC1. The product is [ClH:9].[Cl:24][C:21]1[CH:22]=[CH:23][C:18]([NH:17][C:15](=[O:16])[C:14]2[CH:25]=[C:26]([O:29][CH3:30])[CH:27]=[CH:28][C:13]=2[NH:12][C:7](=[O:8])[C:6]2[CH:10]=[CH:11][C:3]([C:1]#[N:2])=[CH:4][CH:5]=2)=[N:19][CH:20]=1. The yield is 0.748. (5) The reactants are [NH2:1][C:2]1[C:7]([CH:8]=O)=[CH:6][C:5]([Br:10])=[CH:4][N:3]=1.[C:11](OCC)(=[O:18])[CH2:12][C:13]([O:15][CH2:16][CH3:17])=[O:14].N1CCCCC1. The catalyst is CCO. The product is [CH2:16]([O:15][C:13]([C:12]1[C:11](=[O:18])[NH:1][C:2]2[C:7]([CH:8]=1)=[CH:6][C:5]([Br:10])=[CH:4][N:3]=2)=[O:14])[CH3:17]. The yield is 0.570. (6) The product is [O:33]=[C:25]1[N:32]([NH:31][S:28]([CH3:27])(=[O:30])=[O:29])[C:3](=[O:19])[C:4]2[C:5](=[CH:6][C:7]([C:14]([F:15])([F:16])[F:17])=[C:8]([C:10](=[O:13])[CH2:11][CH3:12])[CH:9]=2)[NH:22]1. The reactants are CO[C:3](=[O:19])[C:4]1[CH:9]=[C:8]([C:10](=[O:13])[CH2:11][CH3:12])[C:7]([C:14]([F:17])([F:16])[F:15])=[CH:6][C:5]=1C.CC[N:22]([CH2:25]C)CC.[CH3:27][S:28]([NH:31][NH2:32])(=[O:30])=[O:29].[OH-:33].[Na+].Cl. The yield is 0.790. The catalyst is C1COCC1.CCOC(C)=O. (7) The reactants are [NH2:1][C:2]1[N:9]=[CH:8][CH:7]=[CH:6][C:3]=1[CH:4]=O.Cl.[NH2:11][CH2:12][CH:13]([CH2:20][CH2:21][CH3:22])[CH2:14][C:15](OCC)=[O:16].C(N(CC)CC)C.[BH4-].[Na+]. The catalyst is CCO. The product is [NH2:1][C:2]1[C:3]([CH2:4][N:11]2[CH2:12][CH:13]([CH2:20][CH2:21][CH3:22])[CH2:14][C:15]2=[O:16])=[CH:6][CH:7]=[CH:8][N:9]=1. The yield is 0.0800. (8) The yield is 0.640. The product is [C:1]([O:5][C:6](=[O:23])[NH:7][C:8]1[CH:13]=[CH:12][C:11]([CH:14]([CH2:15][NH2:16])[CH2:19][NH2:20])=[CH:10][CH:9]=1)([CH3:4])([CH3:2])[CH3:3]. The catalyst is [Pd]. The reactants are [C:1]([O:5][C:6](=[O:23])[NH:7][C:8]1[CH:13]=[CH:12][C:11]([CH:14]([CH2:19][N:20]=[N+]=[N-])[CH2:15][N:16]=[N+]=[N-])=[CH:10][CH:9]=1)([CH3:4])([CH3:3])[CH3:2]. (9) The reactants are [Cl:1][C:2]1[N:3]=[C:4]([N:17]([CH3:19])[CH3:18])[C:5]2[CH2:10][CH:9]=[C:8]([C:11]3[CH:16]=[CH:15][CH:14]=[CH:13][CH:12]=3)[C:6]=2[N:7]=1.[OH2:20].OO.[OH-].[Na+]. The product is [Cl:1][C:2]1[N:3]=[C:4]([N:17]([CH3:19])[CH3:18])[C:5]2[CH2:10][C@H:9]([OH:20])[C@@H:8]([C:11]3[CH:12]=[CH:13][CH:14]=[CH:15][CH:16]=3)[C:6]=2[N:7]=1. The catalyst is C1COCC1.CCOC(C)=O. The yield is 0.500. (10) The reactants are [CH3:1][O:2][C:3](=[O:22])[CH:4]([O:20][CH3:21])[CH2:5][C:6]1[CH:11]=[CH:10][C:9]([O:12]CC2C=CC=CC=2)=[CH:8][CH:7]=1. The catalyst is CO.[Pd]. The product is [CH3:1][O:2][C:3](=[O:22])[CH:4]([O:20][CH3:21])[CH2:5][C:6]1[CH:11]=[CH:10][C:9]([OH:12])=[CH:8][CH:7]=1. The yield is 0.870.